From a dataset of Full USPTO retrosynthesis dataset with 1.9M reactions from patents (1976-2016). Predict the reactants needed to synthesize the given product. (1) Given the product [NH2:1][C:2]1[O:3][CH2:4][C@:5]2([N:30]=1)[C:14]1([CH2:15][O:16][CH2:17]1)[C:13]([CH3:18])([CH3:19])[O:12][C:11]1[C:6]2=[CH:7][C:8]([NH:20][C:21]([C:23]2[CH:28]=[CH:27][C:26]([Cl:29])=[CH:25][N:24]=2)=[O:22])=[CH:9][CH:10]=1, predict the reactants needed to synthesize it. The reactants are: [NH2:1][C:2]1[O:3][CH2:4][C:5]2([N:30]=1)[C:14]1([CH2:17][O:16][CH2:15]1)[C:13]([CH3:19])([CH3:18])[O:12][C:11]1[C:6]2=[CH:7][C:8]([NH:20][C:21]([C:23]2[CH:28]=[CH:27][C:26]([Cl:29])=[CH:25][N:24]=2)=[O:22])=[CH:9][CH:10]=1.C(=O)=O. (2) Given the product [Br:19][C:20]1[CH:26]=[C:25]([CH3:27])[C:23]([N:24]2[C:5](=[O:7])[CH2:4][NH:1][C:2]2=[O:3])=[C:22]([CH3:28])[CH:21]=1, predict the reactants needed to synthesize it. The reactants are: [N:1]([CH2:4][C:5]([O:7]CC)=O)=[C:2]=[O:3].C(N(CC)C(C)C)(C)C.[Br:19][C:20]1[CH:26]=[C:25]([CH3:27])[C:23]([NH2:24])=[C:22]([CH3:28])[CH:21]=1.C1CCN2C(=NCCC2)CC1. (3) Given the product [OH:1][CH2:2][C@H:3]1[CH2:7][CH2:6][CH2:5][N:4]1[C:8]1[C:9]([C:22]2[CH:27]=[CH:26][CH:25]=[CH:24][CH:23]=2)=[N:10][C:11]2[C:16]([N:17]=1)=[CH:15][C:14]([C:18]([OH:20])=[O:19])=[CH:13][CH:12]=2, predict the reactants needed to synthesize it. The reactants are: [OH:1][CH2:2][C@H:3]1[CH2:7][CH2:6][CH2:5][N:4]1[C:8]1[C:9]([C:22]2[CH:27]=[CH:26][CH:25]=[CH:24][CH:23]=2)=[N:10][C:11]2[C:16]([N:17]=1)=[CH:15][C:14]([C:18]([O:20]C)=[O:19])=[CH:13][CH:12]=2.[OH-].[Na+]. (4) Given the product [F:12][C:7]1[C:5]2[N:6]=[C:2]([NH:1][C:19]([C:17]3[S:18][C:14]([CH3:13])=[CH:15][CH:16]=3)=[O:20])[S:3][C:4]=2[CH:10]=[C:9]([F:11])[CH:8]=1, predict the reactants needed to synthesize it. The reactants are: [NH2:1][C:2]1[S:3][C:4]2[CH:10]=[C:9]([F:11])[CH:8]=[C:7]([F:12])[C:5]=2[N:6]=1.[CH3:13][C:14]1[S:18][C:17]([C:19](Cl)=[O:20])=[CH:16][CH:15]=1. (5) Given the product [F:14][C:15]([F:21])([F:20])[C:16]([O-:18])=[O:17].[CH3:1][O:2][Si:3]([CH2:8][CH2:9][CH2:10][N+:11]([CH3:15])([CH3:13])[CH3:12])([O:4][CH3:5])[O:6][CH3:7], predict the reactants needed to synthesize it. The reactants are: [CH3:1][O:2][Si:3]([CH2:8][CH2:9][CH2:10][N:11]([CH3:13])[CH3:12])([O:6][CH3:7])[O:4][CH3:5].[F:14][C:15]([F:21])([F:20])[C:16]([O:18]C)=[O:17].